From a dataset of Reaction yield outcomes from USPTO patents with 853,638 reactions. Predict the reaction yield, written as a fraction of the theoretical maximum amount of product (1.0 means a 100% yield; for example, 0.34 means a 34% yield). (1) The yield is 0.370. The catalyst is [Cu]I.C1C=CC([P]([Pd]([P](C2C=CC=CC=2)(C2C=CC=CC=2)C2C=CC=CC=2)([P](C2C=CC=CC=2)(C2C=CC=CC=2)C2C=CC=CC=2)[P](C2C=CC=CC=2)(C2C=CC=CC=2)C2C=CC=CC=2)(C2C=CC=CC=2)C2C=CC=CC=2)=CC=1.C1COCC1. The reactants are [CH3:1][O:2][C:3]1[CH:43]=[CH:42][C:6]([CH2:7][N:8]2[C:12]3=[N:13][CH:14]=[CH:15][C:16]([O:17][C:18]4[CH:23]=[CH:22][C:21]([N:24]([C:33]5[CH:38]=[CH:37][C:36]([F:39])=[CH:35][CH:34]=5)[C:25]([C:27]5([C:30]([NH2:32])=[O:31])[CH2:29][CH2:28]5)=[O:26])=[CH:20][C:19]=4[F:40])=[C:11]3[C:10](I)=[N:9]2)=[CH:5][CH:4]=1.[CH3:44][N:45]1[CH2:50][CH2:49][N:48]([CH2:51][C:52]#[CH:53])[CH2:47][CH2:46]1.C(N(CC)CC)C. The product is [CH3:1][O:2][C:3]1[CH:43]=[CH:42][C:6]([CH2:7][N:8]2[C:12]3=[N:13][CH:14]=[CH:15][C:16]([O:17][C:18]4[CH:23]=[CH:22][C:21]([N:24]([C:33]5[CH:38]=[CH:37][C:36]([F:39])=[CH:35][CH:34]=5)[C:25]([C:27]5([C:30]([NH2:32])=[O:31])[CH2:29][CH2:28]5)=[O:26])=[CH:20][C:19]=4[F:40])=[C:11]3[C:10]([C:53]#[C:52][CH2:51][N:48]3[CH2:49][CH2:50][N:45]([CH3:44])[CH2:46][CH2:47]3)=[N:9]2)=[CH:5][CH:4]=1. (2) The catalyst is O.C([O-])(=O)C.[Pd+2].C([O-])(=O)C. The yield is 0.490. The product is [CH:1]1([C:22]2[C:23]([C:51]#[N:52])=[CH:24][CH:25]=[C:26]3[C:34]=2[NH:33][C:32]2[C:31]([CH3:35])([CH3:36])[C:30]4[CH:37]=[C:38]([O:41][CH2:42][C@H:43]5[CH2:47][O:46][C:45]([CH3:48])([CH3:49])[O:44]5)[CH:39]=[CH:40][C:29]=4[C:28](=[O:50])[C:27]3=2)[CH2:3][CH2:2]1. The reactants are [CH:1]1(B2OC(C)(C)C(C)(C)O2)[CH2:3][CH2:2]1.P([O-])([O-])([O-])=O.[K+].[K+].[K+].Br[C:22]1[C:23]([C:51]#[N:52])=[CH:24][CH:25]=[C:26]2[C:34]=1[NH:33][C:32]1[C:31]([CH3:36])([CH3:35])[C:30]3[CH:37]=[C:38]([O:41][CH2:42][C@H:43]4[CH2:47][O:46][C:45]([CH3:49])([CH3:48])[O:44]4)[CH:39]=[CH:40][C:29]=3[C:28](=[O:50])[C:27]2=1.C1(P(C2CCCCC2)C2CCCCC2)CCCCC1.Cl. (3) The reactants are [Br:1][C:2]1[CH:8]=[C:7]([N+:9]([O-:11])=[O:10])[C:5]([NH2:6])=[C:4]([F:12])[CH:3]=1.[H-].[Na+].Cl[C:16]([O:18][CH2:19][CH3:20])=[O:17]. The catalyst is C1COCC1. The product is [CH2:19]([O:18][C:16]([N:6]([C:16]([O:18][CH2:19][CH3:20])=[O:17])[C:5]1[C:7]([N+:9]([O-:11])=[O:10])=[CH:8][C:2]([Br:1])=[CH:3][C:4]=1[F:12])=[O:17])[CH3:20]. The yield is 0.430. (4) The reactants are C([N:8]1[CH2:13][CH:12]2[CH2:14][CH:10]([N:11]2[C:15]([C:17]([F:20])([F:19])[F:18])=[O:16])[CH2:9]1)C1C=CC=CC=1.[C:32]([O:31][C:29](O[C:29]([O:31][C:32]([CH3:35])([CH3:34])[CH3:33])=[O:30])=[O:30])([CH3:35])([CH3:34])[CH3:33].[H][H]. The catalyst is [Pd].C(O)C. The product is [C:32]([O:31][C:29]([N:8]1[CH2:9][CH:10]2[CH2:14][CH:12]([N:11]2[C:15]([C:17]([F:19])([F:18])[F:20])=[O:16])[CH2:13]1)=[O:30])([CH3:33])([CH3:34])[CH3:35]. The yield is 0.990. (5) The reactants are [O:1]1[CH2:3][CH:2]1[CH2:4][O:5][C:6]1[CH:13]=[CH:12][C:9]([C:10]#[N:11])=[CH:8][CH:7]=1.[OH-].[NH4+:15]. The catalyst is C(O)(C)C. The product is [NH2:15][CH2:3][CH:2]([OH:1])[CH2:4][O:5][C:6]1[CH:13]=[CH:12][C:9]([C:10]#[N:11])=[CH:8][CH:7]=1. The yield is 0.460.